Dataset: Catalyst prediction with 721,799 reactions and 888 catalyst types from USPTO. Task: Predict which catalyst facilitates the given reaction. (1) Reactant: [NH2:1][C:2]1[C:7]([C:8]2[CH:13]=[CH:12][CH:11]=[C:10]([C:14]([F:17])([F:16])[F:15])[CH:9]=2)=[CH:6][C:5]([C:18](O)=[O:19])=[CH:4][C:3]=1[C:21]1[CH:26]=[CH:25][CH:24]=[C:23]([C:27]([F:30])([F:29])[F:28])[CH:22]=1.C([N:38]1[CH:42]=[CH:41]N=C1)(N1C=CN=C1)=O.[C:43]1(NCCCCCCCC)[CH:48]=[CH:47][CH:46]=[CH:45][CH:44]=1. Product: [C:43]1([CH2:6][CH2:7][CH2:2][CH2:3][CH2:4][CH2:5][CH2:41][CH2:42][NH:38][C:18]([C:5]2[CH:4]=[C:3]([C:21]3[CH:26]=[CH:25][CH:24]=[C:23]([C:27]([F:30])([F:28])[F:29])[CH:22]=3)[C:2]([NH2:1])=[C:7]([C:8]3[CH:13]=[CH:12][CH:11]=[C:10]([C:14]([F:15])([F:16])[F:17])[CH:9]=3)[CH:6]=2)=[O:19])[CH:44]=[CH:45][CH:46]=[CH:47][CH:48]=1. The catalyst class is: 3. (2) Reactant: [CH3:1][C:2]1[CH:7]=[C:6]([CH3:8])[N:5]=[C:4]([N:9]2[CH2:16][CH:15]3[CH:11]([CH2:12][NH:13][CH2:14]3)[CH2:10]2)[N:3]=1.[N:17]1[C:26]2[C:21](=[CH:22][CH:23]=[CH:24][C:25]=2[C:27](O)=[O:28])[CH:20]=[CH:19][CH:18]=1.CN(C(ON1N=NC2C=CC=NC1=2)=[N+](C)C)C.F[P-](F)(F)(F)(F)F.CCN(C(C)C)C(C)C. Product: [CH3:1][C:2]1[CH:7]=[C:6]([CH3:8])[N:5]=[C:4]([N:9]2[CH2:16][CH:15]3[CH2:14][N:13]([C:27]([C:25]4[CH:24]=[CH:23][CH:22]=[C:21]5[C:26]=4[N:17]=[CH:18][CH:19]=[CH:20]5)=[O:28])[CH2:12][CH:11]3[CH2:10]2)[N:3]=1. The catalyst class is: 399. (3) Reactant: CO[C:3](=[O:25])[C:4]1[CH:9]=[CH:8][C:7]([I:10])=[CH:6][C:5]=1[NH:11][S:12]([C:15]1[C:16]2[N:17]=[CH:18][CH:19]=[N:20][C:21]=2[CH:22]=[CH:23][CH:24]=1)(=[O:14])=[O:13].[NH2:26][C:27]1C=[C:35](I)[CH:34]=[CH:33][C:28]=1C(OC)=O.N1C2C=CC=C(S(Cl)(=O)=O)C=2N=CC=1.N1C=CC=CC=1. Product: [I:10][C:7]1[CH:8]=[CH:9][C:4]([C:3]([N:26]2[CH2:27][CH2:28][CH2:33][CH2:34][CH2:35]2)=[O:25])=[C:5]([NH:11][S:12]([C:15]2[C:16]3[N:17]=[CH:18][CH:19]=[N:20][C:21]=3[CH:22]=[CH:23][CH:24]=2)(=[O:14])=[O:13])[CH:6]=1. The catalyst class is: 2. (4) Reactant: [NH2:1][C:2]1[N:6]=[CH:5][NH:4][N:3]=1.[C:7]([N+:11]#[C-:12])([CH3:10])([CH3:9])[CH3:8].[N:13]1[CH:18]=[CH:17][CH:16]=[CH:15][C:14]=1[CH:19]=O. Product: [C:7]([NH:11][C:12]1[N:3]2[NH:4][CH:5]=[N:6][C:2]2=[N:1][C:19]=1[C:14]1[CH:15]=[CH:16][CH:17]=[CH:18][N:13]=1)([CH3:10])([CH3:9])[CH3:8]. The catalyst class is: 519. (5) Reactant: [Br:1][C:2]1[CH:11]=[CH:10][C:9]2[N:8]=[CH:7][C:6]3[NH:12][C:13](=[O:26])[N:14]([C:15]4[CH:20]=[CH:19][C:18]([C:21]([CH3:25])([CH3:24])[C:22]#[N:23])=[CH:17][CH:16]=4)[C:5]=3[C:4]=2[CH:3]=1.C(N(CC)CC)C.[C:34]1([S:40](Cl)(=[O:42])=[O:41])[CH:39]=[CH:38][CH:37]=[CH:36][CH:35]=1.O. Product: [Br:1][C:2]1[CH:11]=[CH:10][C:9]2[N:8]=[CH:7][C:6]3[N:12]([S:40]([C:34]4[CH:39]=[CH:38][CH:37]=[CH:36][CH:35]=4)(=[O:42])=[O:41])[C:13](=[O:26])[N:14]([C:15]4[CH:20]=[CH:19][C:18]([C:21]([CH3:24])([CH3:25])[C:22]#[N:23])=[CH:17][CH:16]=4)[C:5]=3[C:4]=2[CH:3]=1. The catalyst class is: 4.